Dataset: Full USPTO retrosynthesis dataset with 1.9M reactions from patents (1976-2016). Task: Predict the reactants needed to synthesize the given product. The reactants are: Cl[C:2]1[C:7]([C:8]#[N:9])=[CH:6][CH:5]=[CH:4][N:3]=1.[C:10]1(B(O)O)[CH:15]=[CH:14][CH:13]=[CH:12][CH:11]=1.C(=O)([O-])[O-].[K+].[K+]. Given the product [C:10]1([C:2]2[C:7]([C:8]#[N:9])=[CH:6][CH:5]=[CH:4][N:3]=2)[CH:15]=[CH:14][CH:13]=[CH:12][CH:11]=1, predict the reactants needed to synthesize it.